From a dataset of Reaction yield outcomes from USPTO patents with 853,638 reactions. Predict the reaction yield, written as a fraction of the theoretical maximum amount of product (1.0 means a 100% yield; for example, 0.34 means a 34% yield). (1) The reactants are [I:1][C:2]1[CH:7]=[CH:6][NH:5][C:4](=[O:8])[CH:3]=1.C1C=CN=C(C2C=[CH:17][CH:18]=[CH:19]N=2)C=1.C1(B(O)O)CC1.C([O-])([O-])=O.[Na+].[Na+]. The catalyst is ClC(Cl)C.CC([O-])=O.CC([O-])=O.[Cu+2]. The product is [CH:17]1([N:5]2[CH:6]=[CH:7][C:2]([I:1])=[CH:3][C:4]2=[O:8])[CH2:18][CH2:19]1. The yield is 0.810. (2) The reactants are [CH3:1][N:2]([CH2:4][C:5]1[CH:22]=[CH:21][C:8](/[CH:9]=[N:10]/[C:11]2[CH:19]=[CH:18][CH:17]=[C:16]3[C:12]=2[CH2:13][O:14][C:15]3=[O:20])=[CH:7][CH:6]=1)[CH3:3].[F:23][C:24]([F:34])([F:33])[C:25]1[CH:32]=[CH:31][C:28]([CH:29]=O)=[CH:27][CH:26]=1.[O-:35][CH2:36][CH3:37].[Na+].CO. The catalyst is C(OCC)(=O)CC. The product is [CH3:3][N:2]([CH2:4][C:5]1[CH:6]=[CH:7][C:8]([CH:9]2[CH:29]([C:28]3[CH:31]=[CH:32][C:25]([C:24]([F:34])([F:33])[F:23])=[CH:26][CH:27]=3)[C:13](=[O:14])[C:12]3[C:16]([C:15]([O:35][CH2:36][CH3:37])=[O:20])=[CH:17][CH:18]=[CH:19][C:11]=3[NH:10]2)=[CH:21][CH:22]=1)[CH3:1]. The yield is 0.160. (3) The yield is 0.990. The reactants are [H-].[Na+].[C:3]([O:9][CH2:10][CH3:11])(=[O:8])[CH2:4][C:5]([O-:7])=[O:6].[Br:12][C:13]1[CH:14]=[C:15]([N+:20]([O-:22])=[O:21])[C:16](Cl)=[N:17][CH:18]=1.[CH3:23][C:24](O)=O. The product is [Br:12][C:13]1[CH:14]=[C:15]([N+:20]([O-:22])=[O:21])[C:16]([CH:4]([C:5]([O:7][CH2:23][CH3:24])=[O:6])[C:3]([O:9][CH2:10][CH3:11])=[O:8])=[N:17][CH:18]=1. The catalyst is CN(C=O)C. (4) The reactants are [BH4-].[Li+].C[Si](Cl)(C)C.[NH2:8][C@@H:9]([CH2:13][C:14]([CH3:17])([CH3:16])[CH3:15])[C:10](O)=[O:11]. The catalyst is O1CCCC1. The product is [NH2:8][C@@H:9]([CH2:13][C:14]([CH3:17])([CH3:16])[CH3:15])[CH2:10][OH:11]. The yield is 0.840. (5) The reactants are [H-].[Na+].[NH2:3][C:4]1[CH:9]=[CH:8][CH:7]=[CH:6][C:5]=1[S:10]([CH:13]([CH3:15])[CH3:14])(=[O:12])=[O:11].[Cl:16][C:17]1[N:22]=[C:21](Cl)[C:20]([CH3:24])=[CH:19][N:18]=1. The catalyst is CN(C=O)C. The product is [Cl:16][C:17]1[N:22]=[C:21]([NH:3][C:4]2[CH:9]=[CH:8][CH:7]=[CH:6][C:5]=2[S:10]([CH:13]([CH3:15])[CH3:14])(=[O:12])=[O:11])[C:20]([CH3:24])=[CH:19][N:18]=1. The yield is 0.240.